Task: Predict the reactants needed to synthesize the given product.. Dataset: Full USPTO retrosynthesis dataset with 1.9M reactions from patents (1976-2016) (1) Given the product [NH2:8][C:4]1[N:5]=[CH:6][N:7]=[C:2]([C:20]2[CH:21]=[CH:22][C:17]([CH:15]=[O:16])=[CH:18][CH:19]=2)[C:3]=1[C:9]1[CH:14]=[CH:13][CH:12]=[CH:11][CH:10]=1, predict the reactants needed to synthesize it. The reactants are: Br[C:2]1[N:7]=[CH:6][N:5]=[C:4]([NH2:8])[C:3]=1[C:9]1[CH:14]=[CH:13][CH:12]=[CH:11][CH:10]=1.[CH:15]([C:17]1[CH:22]=[CH:21][C:20](B(O)O)=[CH:19][CH:18]=1)=[O:16].C([O-])([O-])=O.[Cs+].[Cs+]. (2) Given the product [CH2:1]([S:21][CH:25]([CH2:31][CH3:32])[C:26]([O:28][CH2:29][CH3:30])=[O:27])[CH2:2][CH2:3][CH2:4]/[CH:5]=[CH:6]\[CH2:7]/[CH:8]=[CH:9]\[CH2:10]/[CH:11]=[CH:12]\[CH2:13]/[CH:14]=[CH:15]\[CH2:16]/[CH:17]=[CH:18]\[CH2:19][CH3:20], predict the reactants needed to synthesize it. The reactants are: [CH2:1]([SH:21])[CH2:2][CH2:3][CH2:4]/[CH:5]=[CH:6]\[CH2:7]/[CH:8]=[CH:9]\[CH2:10]/[CH:11]=[CH:12]\[CH2:13]/[CH:14]=[CH:15]\[CH2:16]/[CH:17]=[CH:18]\[CH2:19][CH3:20].[H-].[Na+].Br[CH:25]([CH2:31][CH3:32])[C:26]([O:28][CH2:29][CH3:30])=[O:27].[NH4+].[Cl-]. (3) Given the product [N+:8]([C:5]1[CH:6]=[CH:7][C:2]([C:11]2[CH:16]=[CH:15][CH:14]=[CH:13][CH:12]=2)=[CH:3][CH:4]=1)([O-:10])=[O:9], predict the reactants needed to synthesize it. The reactants are: Br[C:2]1[CH:7]=[CH:6][C:5]([N+:8]([O-:10])=[O:9])=[CH:4][CH:3]=1.[C:11]1(B(O)O)[CH:16]=[CH:15][CH:14]=[CH:13][CH:12]=1.C(=O)([O-])[O-].[Cs+].[Cs+].C(=O)=O. (4) Given the product [OH:36][CH2:35][C:34]([NH:33][S:30]([C:26]1[CH:25]=[C:24]([NH:23][C:20]([C:19]2[CH:18]=[N:17][N:11]3[C:12]([CH:14]4[CH2:16][CH2:15]4)=[CH:13][C:8]([C:5]4[CH:4]=[CH:3][C:2]([Cl:1])=[CH:7][CH:6]=4)=[N:9][C:10]=23)=[O:21])[CH:29]=[CH:28][CH:27]=1)(=[O:32])=[O:31])([CH3:38])[CH3:37], predict the reactants needed to synthesize it. The reactants are: [Cl:1][C:2]1[CH:7]=[CH:6][C:5]([C:8]2[CH:13]=[C:12]([CH:14]3[CH2:16][CH2:15]3)[N:11]3[N:17]=[CH:18][C:19]([C:20](O)=[O:21])=[C:10]3[N:9]=2)=[CH:4][CH:3]=1.[NH2:23][C:24]1[CH:25]=[C:26]([S:30]([NH:33][C:34]([CH3:38])([CH3:37])[CH2:35][OH:36])(=[O:32])=[O:31])[CH:27]=[CH:28][CH:29]=1. (5) The reactants are: [NH2:1][C:2]1[C:3]([C:7]2[NH:23][C:10]3=[CH:11][C:12]4[C:13]([CH3:22])([CH3:21])[C:14](=[O:20])[N:15]([CH2:18][CH3:19])[C:16]=4[CH:17]=[C:9]3[N:8]=2)=[N:4][NH:5][CH:6]=1.[CH3:24][O:25][C:26]1[CH:34]=[CH:33][CH:32]=[C:31]([O:35][CH3:36])[C:27]=1[C:28](Cl)=[O:29]. Given the product [CH2:18]([N:15]1[C:16]2[CH:17]=[C:9]3[N:8]=[C:7]([C:3]4[C:2]([NH:1][C:28](=[O:29])[C:27]5[C:31]([O:35][CH3:36])=[CH:32][CH:33]=[CH:34][C:26]=5[O:25][CH3:24])=[CH:6][NH:5][N:4]=4)[NH:23][C:10]3=[CH:11][C:12]=2[C:13]([CH3:22])([CH3:21])[C:14]1=[O:20])[CH3:19], predict the reactants needed to synthesize it. (6) Given the product [CH3:19][O:18][C:15]1[CH:16]=[CH:17][C:12]([C:9]2[O:10][C:11]3[C:6]([C:7](=[S:30])[CH:8]=2)=[CH:5][CH:4]=[CH:3][C:2]=3[CH3:1])=[CH:13][CH:14]=1, predict the reactants needed to synthesize it. The reactants are: [CH3:1][C:2]1[CH:3]=[CH:4][CH:5]=[C:6]2[C:11]=1[O:10][C:9]([C:12]1[CH:17]=[CH:16][C:15]([O:18][CH3:19])=[CH:14][CH:13]=1)=[CH:8][C:7]2=O.COC1C=CC(P2(SP(C3C=CC(OC)=CC=3)(=S)S2)=[S:30])=CC=1. (7) Given the product [CH2:17]([C:16]1[CH:15]=[CH:14][CH:13]=[C:12]([CH2:19][CH3:20])[C:11]=1[C:8]1[CH:9]=[C:10]2[C:2]([CH:30]=[CH2:31])=[CH:3][N:4]([C:21]3[CH:26]=[CH:25][C:24]([CH:27]([CH3:28])[CH3:29])=[CH:23][CH:22]=3)[C:5]2=[CH:6][N:7]=1)[CH3:18], predict the reactants needed to synthesize it. The reactants are: Br[C:2]1[C:10]2[C:5](=[CH:6][N:7]=[C:8]([C:11]3[C:16]([CH2:17][CH3:18])=[CH:15][CH:14]=[CH:13][C:12]=3[CH2:19][CH3:20])[CH:9]=2)[N:4]([C:21]2[CH:26]=[CH:25][C:24]([CH:27]([CH3:29])[CH3:28])=[CH:23][CH:22]=2)[CH:3]=1.[CH2:30]([Sn](CCCC)(CCCC)C=C)[CH2:31]CC.[F-].[K+].